From a dataset of Full USPTO retrosynthesis dataset with 1.9M reactions from patents (1976-2016). Predict the reactants needed to synthesize the given product. (1) Given the product [F:16][C:17]1[CH:18]=[C:19]([CH:22]=[CH:23][CH:24]=1)[CH2:20][O:3][CH2:2][CH2:1][OH:4], predict the reactants needed to synthesize it. The reactants are: [CH2:1]([OH:4])[CH2:2][OH:3].C([Sn](=O)CCCC)CCC.O.[F:16][C:17]1[CH:18]=[C:19]([CH:22]=[CH:23][CH:24]=1)[CH2:20]Br. (2) Given the product [CH3:20][C:21]1([CH3:42])[C:34]2[C:33]3[C:35]4[C:40]([N:41]([C:44]5[C:53]6[C:48](=[CH:49][CH:50]=[CH:51][CH:52]=6)[CH:47]=[CH:46][CH:45]=5)[C:32]=3[CH:31]=[CH:30][C:29]=2[N:28]([C:58]2[C:59]3[C:54](=[CH:60][CH:2]=[CH:1][CH:3]=3)[CH:55]=[CH:56][CH:57]=2)[C:27]2[CH:26]=[CH:25][CH:24]=[CH:23][C:22]1=2)=[CH:39][CH:38]=[CH:37][CH:36]=4, predict the reactants needed to synthesize it. The reactants are: [C:1](P(C(C)(C)C)C(C)(C)C)(C)([CH3:3])[CH3:2].CC(C)([O-])C.[Na+].[CH3:20][C:21]1([CH3:42])[C:34]2[C:33]3[C:35]4[C:40]([NH:41][C:32]=3[CH:31]=[CH:30][C:29]=2[NH:28][C:27]2[CH:26]=[CH:25][CH:24]=[CH:23][C:22]1=2)=[CH:39][CH:38]=[CH:37][CH:36]=4.Br[C:44]1[C:53]2[C:48](=[CH:49][CH:50]=[CH:51][CH:52]=2)[CH:47]=[CH:46][CH:45]=1.[C:54]1([CH3:60])[CH:59]=[CH:58][CH:57]=[CH:56][CH:55]=1.